This data is from Catalyst prediction with 721,799 reactions and 888 catalyst types from USPTO. The task is: Predict which catalyst facilitates the given reaction. (1) Reactant: [CH3:1][C:2]1[C:7]([C:8]([O:10][CH2:11][CH3:12])=[O:9])=[C:6](OS(C(F)(F)F)(=O)=O)[N:5]=[C:4]2[S:21][CH:22]=[CH:23][C:3]=12.C([O-])([O-])=O.[K+].[K+].[CH2:30]([SH:32])[CH3:31]. Product: [CH2:30]([S:32][C:6]1[N:5]=[C:4]2[S:21][CH:22]=[CH:23][C:3]2=[C:2]([CH3:1])[C:7]=1[C:8]([O:10][CH2:11][CH3:12])=[O:9])[CH3:31]. The catalyst class is: 18. (2) Reactant: [OH:1][C:2]1[CH:9]=[CH:8][CH:7]=[C:6]([OH:10])[C:3]=1[CH:4]=[O:5].C([O-])([O-])=O.[K+].[K+].Cl.Cl[CH2:19][C:20]1[C:21]([C:26]2[N:30]([CH:31]([CH3:33])[CH3:32])[N:29]=[CH:28][CH:27]=2)=[N:22][CH:23]=[CH:24][CH:25]=1. Product: [OH:1][C:2]1[CH:9]=[CH:8][CH:7]=[C:6]([O:10][CH2:19][C:20]2[C:21]([C:26]3[N:30]([CH:31]([CH3:33])[CH3:32])[N:29]=[CH:28][CH:27]=3)=[N:22][CH:23]=[CH:24][CH:25]=2)[C:3]=1[CH:4]=[O:5]. The catalyst class is: 3. (3) The catalyst class is: 4. Reactant: [CH3:1][C:2]1[CH:3]=[C:4]([N+:15]([O-:17])=[O:16])[C:5]([NH:8][CH2:9][C@@H:10]2[CH2:14][CH2:13][NH:12][CH2:11]2)=[N:6][CH:7]=1.C(N(C(C)C)CC)(C)C.[CH:27]1([C:30](Cl)=[O:31])[CH2:29][CH2:28]1. Product: [CH:27]1([C:30]([N:12]2[CH2:13][CH2:14][C@@H:10]([CH2:9][NH:8][C:5]3[C:4]([N+:15]([O-:17])=[O:16])=[CH:3][C:2]([CH3:1])=[CH:7][N:6]=3)[CH2:11]2)=[O:31])[CH2:29][CH2:28]1. (4) Reactant: C([O:3][C:4](=O)[CH2:5][CH2:6][NH:7][C:8]1[N:12]([CH2:13][C:14]2[C:19]([OH:20])=[CH:18][CH:17]=[C:16]([CH3:21])[N:15]=2)[C:11]2[CH:22]=[C:23]([CH3:27])[CH:24]=[C:25]([CH3:26])[C:10]=2[N:9]=1)C.[NH3:29]. Product: [OH:20][C:19]1[C:14]([CH2:13][N:12]2[C:11]3[CH:22]=[C:23]([CH3:27])[CH:24]=[C:25]([CH3:26])[C:10]=3[N:9]=[C:8]2[NH:7][CH2:6][CH2:5][C:4]([NH2:29])=[O:3])=[N:15][C:16]([CH3:21])=[CH:17][CH:18]=1. The catalyst class is: 5. (5) Reactant: F[C:2]1[CH:9]=[CH:8][C:5]([C:6]#[N:7])=[C:4]([N+:10]([O-:12])=[O:11])[CH:3]=1.[NH:13]1[CH2:17][CH2:16][CH2:15][CH2:14]1. Product: [N+:10]([C:4]1[CH:3]=[C:2]([N:13]2[CH2:17][CH2:16][CH2:15][CH2:14]2)[CH:9]=[CH:8][C:5]=1[C:6]#[N:7])([O-:12])=[O:11]. The catalyst class is: 7. (6) Reactant: [C:1]([O:5][C:6]([NH:8][C:9]1([CH2:15][C:16]([O:18]C)=[O:17])[CH2:14][CH2:13][O:12][CH2:11][CH2:10]1)=[O:7])([CH3:4])([CH3:3])[CH3:2].[OH-].[K+]. Product: [C:1]([O:5][C:6]([NH:8][C:9]1([CH2:15][C:16]([OH:18])=[O:17])[CH2:14][CH2:13][O:12][CH2:11][CH2:10]1)=[O:7])([CH3:4])([CH3:2])[CH3:3]. The catalyst class is: 40. (7) Reactant: [Br:1][C:2]1[CH:3]=[C:4]([C:8]([NH2:10])=O)[CH:5]=[N:6][CH:7]=1. Product: [Br:1][C:2]1[CH:7]=[N:6][CH:5]=[C:4]([C:8]#[N:10])[CH:3]=1. The catalyst class is: 286. (8) Reactant: [Cl:1][C:2]1[CH:3]=[CH:4][C:5]([O:17][CH2:18][C:19]2[CH:24]=[CH:23][C:22]([Cl:25])=[CH:21][CH:20]=2)=[C:6]([CH:16]=1)[CH2:7][N:8]1[C:12]([CH3:13])=[CH:11][C:10]([CH2:14][OH:15])=[N:9]1.CC(OI1(OC(C)=O)(OC(C)=O)OC(=O)C2C=CC=CC1=2)=O. Product: [Cl:1][C:2]1[CH:3]=[CH:4][C:5]([O:17][CH2:18][C:19]2[CH:20]=[CH:21][C:22]([Cl:25])=[CH:23][CH:24]=2)=[C:6]([CH:16]=1)[CH2:7][N:8]1[C:12]([CH3:13])=[CH:11][C:10]([CH:14]=[O:15])=[N:9]1. The catalyst class is: 2. (9) Reactant: [CH3:1][CH:2]([CH2:6][C@H:7]([C@@H:9]1[C@:26]2([CH3:27])[C@H:12]([C@H:13]3[C@H:23]([CH2:24][C@@H:25]2[OH:28])[C@:21]2([CH3:22])[C@@H:16]([CH2:17][C@@H:18]([O:29][CH2:30][CH2:31][N:32]([C:34]4[CH:39]=[CH:38][C:37]([C@H:40]5[CH2:57][C@@:55]6([CH3:56])[C@@H:51]([CH2:52][CH2:53][C@:54]6([OH:61])[C:58]#[C:59][CH3:60])[C@H:50]6[C:41]5=[C:42]5[C:47]([CH2:48][CH2:49]6)=[CH:46][C:45](=[O:62])[CH2:44][CH2:43]5)=[CH:36][CH:35]=4)[CH3:33])[CH2:19][CH2:20]2)[CH2:15][C@H:14]3[O:63][CH2:64]SC)[CH2:11][CH2:10]1)[CH3:8])[C:3]([OH:5])=[O:4].S(Cl)([Cl:70])(=O)=O. Product: [CH3:1][CH:2]([CH2:6][C@H:7]([C@@H:9]1[C@:26]2([CH3:27])[C@H:12]([C@H:13]3[C@H:23]([CH2:24][C@@H:25]2[OH:28])[C@:21]2([CH3:22])[C@@H:16]([CH2:17][C@@H:18]([O:29][CH2:30][CH2:31][N:32]([C:34]4[CH:39]=[CH:38][C:37]([C@H:40]5[CH2:57][C@@:55]6([CH3:56])[C@@H:51]([CH2:52][CH2:53][C@:54]6([OH:61])[C:58]#[C:59][CH3:60])[C@H:50]6[C:41]5=[C:42]5[C:47]([CH2:48][CH2:49]6)=[CH:46][C:45](=[O:62])[CH2:44][CH2:43]5)=[CH:36][CH:35]=4)[CH3:33])[CH2:19][CH2:20]2)[CH2:15][C@H:14]3[O:63][CH2:64][Cl:70])[CH2:11][CH2:10]1)[CH3:8])[C:3]([OH:5])=[O:4]. The catalyst class is: 4. (10) Reactant: [C:1](O)(=O)[CH2:2][C:3]([OH:5])=[O:4].[C:8]1([N:14]([C:21]2[CH:28]=[CH:27][C:24](C=O)=[CH:23][CH:22]=2)[C:15]2[CH:20]=[CH:19][CH:18]=[CH:17][CH:16]=2)[CH:13]=[CH:12][CH:11]=[CH:10][CH:9]=1.N1CCCCC1.Cl. Product: [C:21]1([N:14]([C:8]2[CH:9]=[CH:10][C:11]([CH:1]=[CH:2][C:3]([OH:5])=[O:4])=[CH:12][CH:13]=2)[C:15]2[CH:20]=[CH:19][CH:18]=[CH:17][CH:16]=2)[CH:22]=[CH:23][CH:24]=[CH:27][CH:28]=1. The catalyst class is: 17.